Dataset: Forward reaction prediction with 1.9M reactions from USPTO patents (1976-2016). Task: Predict the product of the given reaction. (1) Given the reactants [CH2:1]([O:3][C:4]1[CH:5]=[C:6]([CH2:13][CH:14]([NH:17][CH:18]=O)[CH2:15][CH3:16])[CH:7]=[CH:8][C:9]=1[O:10][CH2:11][CH3:12])[CH3:2].O=P(Cl)(Cl)Cl, predict the reaction product. The product is: [CH2:1]([O:3][C:4]1[CH:5]=[C:6]2[C:7](=[CH:8][C:9]=1[O:10][CH2:11][CH3:12])[CH:18]=[N:17][CH:14]([CH2:15][CH3:16])[CH2:13]2)[CH3:2]. (2) Given the reactants [F:1][C:2]1[CH:3]=[CH:4][C:5]([O:23][CH3:24])=[C:6]([C:8]([CH3:22])([CH3:21])[CH2:9][C:10]([O:17][CH2:18][O:19][CH3:20])([C:13]([F:16])([F:15])[F:14])[CH:11]=[O:12])[CH:7]=1.[CH3:25][C:26]1[CH:27]=[C:28]([CH:32]=[C:33]([CH3:35])[CH:34]=1)[CH2:29][Mg]Br, predict the reaction product. The product is: [CH3:25][C:26]1[CH:34]=[C:33]([CH2:35][CH:11]([OH:12])[C:10]([O:17][CH2:18][O:19][CH3:20])([C:13]([F:16])([F:15])[F:14])[CH2:9][C:8]([C:6]2[CH:7]=[C:2]([F:1])[CH:3]=[CH:4][C:5]=2[O:23][CH3:24])([CH3:21])[CH3:22])[CH:32]=[C:28]([CH3:29])[CH:27]=1. (3) Given the reactants [CH3:1][C:2]1[N:3]=[C:4]([SH:8])[NH:5][C:6]=1[CH3:7].[CH3:9]CN(C(C)C)C(C)C.[CH3:18][O:19][C:20]1[CH:21]=[CH:22][CH:23]=[C:24]([CH:27]=1)CCl, predict the reaction product. The product is: [CH3:18][O:19][C:20]1[CH:27]=[CH:24][C:23]([CH2:9][S:8][C:4]2[NH:3][C:2]([CH3:1])=[C:6]([CH3:7])[N:5]=2)=[CH:22][CH:21]=1.